This data is from B-cell epitopes from IEDB database with 3,159 antigens for binding position prediction. The task is: Token-level Classification. Given an antigen amino acid sequence, predict which amino acid positions are active epitope sites capable of antibody binding. Output is a list of indices for active positions. (1) Given the antigen sequence: MSTAVLENPGLGRKLSDFGQETSYIEDNCNQNGAISLIFSLKEEVGALAKVLRLFEENDVNLTHIESRPSRLKKDEYEFFTHLDKRSLPALTNIIKILRHDIGATVHELSRDKKKDTVPWFPRTIQELDRFANQILSYGAELDADHPGFKDPVYRARRKQFADIAYNYRHGQPIPRVEYMEEEKKTWGTVFKTLKSLYKTHACYEYNHIFPLLEKYCGFHEDNIPQLEDVSQFLQTCTGFRLRPVAGLLSSRDFLGGLAFRVFHCTQYIRHGSKPMYTPEPDICHELLGHVPLFSDRSFAQFSQEIGLASLGAPDEYIEKLATIYWFTVEFGLCKQGDSIKAYGAGLLSSFGELQYCLSEKPKLLPLELEKTAIQNYTVTEFQPLYYVAESFNDAKEKVRNFAATIPRPFSVRYDPYTQRIEVLDNTQQLKILADSINSEIGILCSALQKIK, which amino acid positions are active epitope sites? The epitope positions are: [9, 10, 11, 12, 13, 14, 15, 16, 17, 18]. The amino acids at these positions are: GLGRKLSDFG. (2) Given the antigen sequence: KIWHHTFYNELRVAPEEHPILLTEAPLNPKANREKMTRIMFETFNTPAMYVAIQAVLSLYTSGRTTGIVMDSGDGVTHTVPIYEGNALPHATLRLDLAGRELT, which amino acid positions are active epitope sites? The epitope positions are: [41, 42, 43, 44, 45, 46, 47, 48, 49, 50, 51, 52, 53, 54, 55]. The amino acids at these positions are: ETFNTPAMYVAIQAV. (3) Given the antigen sequence: MSTNPKPQRKTKRNTNRRPQDVKFPGGGQIVGGVYLLPRRGPRLGVRATRKTSERSQPRGRRQPIPKARRPEGRTWAQPGYPWPLYGNEGCGWAGWLLSPRGSRPSWGPTDPRRRSRNLGKVIDTLTCGFADLMGYIPLVGAPLGGAARALAHGVRVLEDGVNYATGNLPGCSFSIFLLALLSCLTGPASAYQVRNSTGLYHVTNDCPNSSIVFEAADAILHTPGCVPCVREGNASRCWVAVTPTVATRDGKLPTTQLRRHIDLLVGSATLCSALYVGDLCGSVFLVGQLFTFSPRRHWTTQDCNCSIYPGHISGHRMAWDMMMNWSPTAALLVAQLLRIPQAILDMIAGAHWGVLAGMAYFSMVGNWAKVLVVLLLFAGVDAETYVTGGSAARTTAGLASLFSPGAKQNIQLVNTNGSWHINSTALNCNDSLNTGWIAGLFYHHKFNSSGCSERLASCRPLTDFAQGWGPISHADGSGPDQRPYCWHYPPKPCGIVPAK..., which amino acid positions are active epitope sites? The epitope positions are: [411, 412, 413, 414, 415, 416, 417, 418, 419, 420, 421, 422]. The amino acids at these positions are: QLVNTNGSWHIN. (4) Given the antigen sequence: MTKLTILLIALLFIAHTCCASKWQQHQQESCREQLKGINLNPCEHIMEKIQAGRRGEDGSDEDHILIRTMPGRINYIRKKEGKEEEEEGHMQKCCSEMSELKSPICQCKALQKIMDNQSEQLEGKEKKQMERELMNLAIRCRLGPMIGCDLSSDD, which amino acid positions are active epitope sites? The epitope positions are: [128, 129, 130, 131, 132, 133, 134, 135, 136, 137, 138, 139, 140, 141, 142]. The amino acids at these positions are: QMERELMNLAIRCRL. (5) Given the antigen sequence: MNPLFVLMLAAVTFASFDVPSKQPTIDIDLCDICTNTMDVIKKMLADQTVEEHIGYLVKYLCKIARSQDACIEFVQQEVDYIIDHVDQHNATEICRLIKLC, which amino acid positions are active epitope sites? The epitope positions are: [0, 1, 2, 3, 4, 5, 6, 7, 8, 9, 10, 11, 12, 13, 14]. The amino acids at these positions are: MNPLFVLMLAAVTFA. (6) Given the antigen sequence: MIRLGAPQSLVLLTLLIAAVLRCQGQDAQEAGSCLQNGQRYKDKDVWKPSSCRICVCDTGNVLCDDIICEDPDCLNPEIPFGECCPICPADLATASGKLGPKGQKGEPGDIRDIIGPRGPPGPQGPAGEQGPRGDRGDKGEKGAPGPRGRDGEPGTPGNPGPAGPPGPPGPPGLSAGNFAAQMAGGYDEKAGGAQMGVMQGPMGPMGPRGPPGPAGAPGPQGFQGNPGEPGEPGVSGPMGPRGPPGPAGKPGDDGEAGKPGKSGERGLPGPQGARGFPGTPGLPGVKGHRGYPGLDGAKGEAGAPGVKGESGSPGENGSPGPMGPRGLPGERGRTGPAGAAGARGNDGQPGPAGPPGPVGPAGGPGFPGAPGAKGEAGPTGARGPEGAQGSRGEPGNPGSPGPAGASGNPGTDGIPGAKGSAGAPGIAGAPGFPGPRGPPGPQGATGPLGPKGQAGEPGIAGFKGDQGPKGETGPAGPQGAPGPAGEEGKRGARGEPGGA..., which amino acid positions are active epitope sites? The epitope positions are: [692, 693, 694, 695, 696, 697, 698, 699, 700, 701, 702]. The amino acids at these positions are: GLVGPRGERGF. (7) Given the antigen sequence: MRKKQKLPFDKLAIALMSTSILLNAQSDIKANTVIEDTPATEQAVETPQPTAASEEAPSSSKETNPPQTPDDAEETVADKANDPAPQAPAKTTDTPATSKATIRDLNDPAQVKTLQEKAGKGAGTVVAVIDAGFDKNHEAWRLTDKTKARYQSKEDLEKAKKEHGITYGEWVNDKVAYYHDYSKDGKTAVDQEHGTHVSGILSGNAPSETKEPYRLEGAMPEAQLLLMRVEIVNGLADYARNYAQAIRDAVNLGAKVINMSFGNAALAYANLPDETKKAFDYAKSKGVSIVTSAGNDSSFGGKTRLPLADHPDYGVVGTPAAADSTLTVASYSPDKQLTETATVKTDDHQDKEMPVLSTNRFEPNKAYDYAYANRGMKEDDFKDVKGKIALIERGDIDFKDKIANAKKAGAVGVLIYDNQDKGFPIELPNVDQMPAAFISRKDGLLLKDNLQKTITFNATPKVLPTASGTKLSRFSSWGLTADGNIKPDIAAPGQDILSS..., which amino acid positions are active epitope sites? The epitope positions are: [1104, 1105, 1106, 1107, 1108, 1109, 1110, 1111, 1112, 1113, 1114, 1115, 1116, 1117, 1118]. The amino acids at these positions are: EQDGSGQTPDKKPET. (8) Given the antigen sequence: MALRPEDRLLSVHDVLGPVRVRLLGGSVLAELTARFGVAARAKVLAGEVVDDDGAVVDSGTVLPPGSVVHLYRDLPDEVPVPFDVPVLHQDADIVVVDKPHFLATMPRGRHVAQTALVRLRRELGLPELSPAHRLDRLTAGVLLFTTRREVRGSYQTMFARGLVRKTYLARAPVAPGLALPRLVRSRIVKRRGHLQAVCEPGVPNAETLVERIARDGLYRLTPTTGRTHQLRVHMAALGIPIMGDPLYPNVISVAAHDFSTPLQLLAQRIEFDDPLTGSHREFASTRTLTGATLPTWSAAADCRP, which amino acid positions are active epitope sites? The epitope positions are: [63, 64, 65, 66, 67, 68, 69, 70, 71, 72, 73]. The amino acids at these positions are: PPGSVVHLYRD. (9) Given the antigen sequence: MAHRPPSPALASVLLALLLSGAARAAEIVGGHEAQPHSRPYMASLQMRGNPGSHFCGGTLIHPSFVLTAAHCLRDIPQRLVNVVLGAHNVRTQEPTQQHFSVAQVFLNNYDAENKLNDXLLIQLSSPANLSASVTSVQLPQQDQPVPHGTQCLAMGWGRVGAHDPPAQVLQELNVTVVTFFCRPHNICTFVPRRKAGICF, which amino acid positions are active epitope sites? The epitope positions are: [67, 68, 69, 70, 71, 72, 73, 74, 75, 76]. The amino acids at these positions are: TAAHCLRDIP. (10) Given the antigen sequence: SLLQFNKMIKFETRKNAVPFYAFYGCYCGWGGQGRPKDATDRCCFVHDCCYGKLAKCNTKWDIYRYSLKSGYITCGKGTWCKEQICECDRVAAECLRRSLSTYKNEYMFYPDSRCREPSETC, which amino acid positions are active epitope sites? The epitope positions are: [57, 58, 59, 60, 61, 62, 63, 64, 65]. The amino acids at these positions are: NTKWDIYRY.